This data is from Forward reaction prediction with 1.9M reactions from USPTO patents (1976-2016). The task is: Predict the product of the given reaction. (1) Given the reactants [C:1]1([NH:7][NH2:8])[CH:6]=[CH:5][CH:4]=[CH:3][CH:2]=1.[CH2:9]([N:11]1[C:23]2[CH:22]=[CH:21][C:20]([CH:24]=O)=[CH:19][C:18]=2[C:17]2[C:12]1=[CH:13][CH:14]=[CH:15][CH:16]=2)[CH3:10], predict the reaction product. The product is: [C:1]1([NH:7][N:8]=[CH:24][C:20]2[CH:21]=[CH:22][C:23]3[N:11]([CH2:9][CH3:10])[C:12]4[C:17]([C:18]=3[CH:19]=2)=[CH:16][CH:15]=[CH:14][CH:13]=4)[CH:6]=[CH:5][CH:4]=[CH:3][CH:2]=1. (2) Given the reactants Cl.Cl.[CH3:3][O:4][C:5]1[N:10]=[CH:9][C:8]([N:11]2[CH2:26][CH2:25][C:14]3[N:15]=[CH:16][N:17]=[C:18]([O:19][C@H:20]4[CH2:24][CH2:23][NH:22][CH2:21]4)[C:13]=3[CH2:12]2)=[CH:7][C:6]=1[C:27]([F:30])([F:29])[F:28].Br[C:32]1[N:37]=[CH:36][CH:35]=[CH:34][N:33]=1.C(N(CC)C(C)C)(C)C, predict the reaction product. The product is: [CH3:3][O:4][C:5]1[N:10]=[CH:9][C:8]([N:11]2[CH2:26][CH2:25][C:14]3[N:15]=[CH:16][N:17]=[C:18]([O:19][C@H:20]4[CH2:24][CH2:23][N:22]([C:32]5[N:37]=[CH:36][CH:35]=[CH:34][N:33]=5)[CH2:21]4)[C:13]=3[CH2:12]2)=[CH:7][C:6]=1[C:27]([F:30])([F:28])[F:29]. (3) Given the reactants [Cl:1][C:2]1[C:7]([OH:8])=[C:6]([I:9])[CH:5]=[C:4]([CH2:10][OH:11])[N:3]=1.[H-].[Na+].Br[CH2:15][C:16]([CH3:18])=[CH2:17], predict the reaction product. The product is: [Cl:1][C:2]1[N:3]=[C:4]([CH2:10][OH:11])[CH:5]=[C:6]([I:9])[C:7]=1[O:8][CH2:17][C:16]([CH3:18])=[CH2:15]. (4) Given the reactants [C:1]([O:5][C:6]([N:8]1[CH2:13][CH2:12][C:11](O)([C:14]2[S:15][CH:16]=[C:17]([CH2:19][O:20][C:21]3[CH:26]=[CH:25][C:24]([S:27]([CH3:30])(=[O:29])=[O:28])=[CH:23][CH:22]=3)[N:18]=2)[CH2:10][CH2:9]1)=[O:7])([CH3:4])([CH3:3])[CH3:2].CCN(S(F)(F)[F:38])CC, predict the reaction product. The product is: [C:1]([O:5][C:6]([N:8]1[CH2:13][CH2:12][C:11]([F:38])([C:14]2[S:15][CH:16]=[C:17]([CH2:19][O:20][C:21]3[CH:26]=[CH:25][C:24]([S:27]([CH3:30])(=[O:29])=[O:28])=[CH:23][CH:22]=3)[N:18]=2)[CH2:10][CH2:9]1)=[O:7])([CH3:4])([CH3:3])[CH3:2]. (5) Given the reactants [SH2:1].[CH3:2][C:3]1[CH:8]=[CH:7][N:6]=[CH:5][C:4]=1[C:9]#[N:10].C(N(CC)CC)C, predict the reaction product. The product is: [CH3:2][C:3]1[CH:8]=[CH:7][N:6]=[CH:5][C:4]=1[C:9](=[S:1])[NH2:10]. (6) Given the reactants CC1(C)C(C)(C)OB([C:9]2[CH:18]=[CH:17][C:12]([O:13][CH2:14][CH2:15][OH:16])=[C:11]([C:19]([F:22])([F:21])[F:20])[CH:10]=2)O1.[NH2:24][C:25]1[C:26]([C:34]#[N:35])=[N:27][C:28](Cl)=[CH:29][C:30]=1[NH:31][CH3:32].P([O-])([O-])([O-])=O.[K+].[K+].[K+].O, predict the reaction product. The product is: [NH2:24][C:25]1[C:26]([C:34]#[N:35])=[N:27][C:28]([C:9]2[CH:18]=[CH:17][C:12]([O:13][CH2:14][CH2:15][OH:16])=[C:11]([C:19]([F:20])([F:21])[F:22])[CH:10]=2)=[CH:29][C:30]=1[NH:31][CH3:32]. (7) Given the reactants [CH3:1][C:2]1[N:3]=[N:4][N:5]([CH2:7][C:8]2[CH:13]=[C:12]([C:14]([F:17])([F:16])[F:15])[CH:11]=[CH:10][C:9]=2/[CH:18]=[CH:19]/[C:20](O)=[O:21])[N:6]=1.[NH:23]1[CH2:28][CH2:27][CH:26]([C:29]([O:31][CH3:32])=[O:30])[CH2:25][CH2:24]1, predict the reaction product. The product is: [CH3:1][C:2]1[N:3]=[N:4][N:5]([CH2:7][C:8]2[CH:13]=[C:12]([C:14]([F:16])([F:15])[F:17])[CH:11]=[CH:10][C:9]=2/[CH:18]=[CH:19]/[C:20]([N:23]2[CH2:28][CH2:27][CH:26]([C:29]([O:31][CH3:32])=[O:30])[CH2:25][CH2:24]2)=[O:21])[N:6]=1.